Task: Predict the reactants needed to synthesize the given product.. Dataset: Full USPTO retrosynthesis dataset with 1.9M reactions from patents (1976-2016) (1) Given the product [F:1][C:2]1[C:3]([O:28][S:30]([CH3:29])(=[O:32])=[O:31])=[C:4]([NH:19][N:20]=[C:21]([CH3:27])[C:22]([O:24][CH2:25][CH3:26])=[O:23])[CH:5]=[CH:6][C:7]=1[O:8][C:9]1[CH:10]=[N:11][C:12]([S:15]([CH3:18])(=[O:16])=[O:17])=[CH:13][CH:14]=1, predict the reactants needed to synthesize it. The reactants are: [F:1][C:2]1[C:3]([OH:28])=[C:4]([NH:19][N:20]=[C:21]([CH3:27])[C:22]([O:24][CH2:25][CH3:26])=[O:23])[CH:5]=[CH:6][C:7]=1[O:8][C:9]1[CH:10]=[N:11][C:12]([S:15]([CH3:18])(=[O:17])=[O:16])=[CH:13][CH:14]=1.[CH3:29][S:30](Cl)(=[O:32])=[O:31]. (2) Given the product [F:13][C:14]1[C:21]([CH3:22])=[C:20]([N:6]2[CH2:7][CH2:8][C@:4]([CH2:1][CH3:3])([OH:12])[C@@H:5]2[CH2:9][CH3:11])[CH:19]=[CH:18][C:15]=1[C:16]#[N:17], predict the reactants needed to synthesize it. The reactants are: [CH:1]1([C@:4]2([OH:12])[CH2:8][CH2:7][NH:6][C@H:5]2[CH:9]([CH3:11])C)[CH2:3]C1.[F:13][C:14]1[C:21]([CH3:22])=[C:20](F)[CH:19]=[CH:18][C:15]=1[C:16]#[N:17].C(=O)([O-])[O-].[Li+].[Li+]. (3) Given the product [CH3:1][O:2][C:3](=[O:21])[CH2:4][C:5]1([N:11]2[C:15]3[CH:16]=[CH:17][CH:18]=[CH:19][C:14]=3[N:13]([CH2:34][CH:26]3[C:27]4[C:32](=[CH:31][CH:30]=[CH:29][C:28]=4[CH3:33])[N:24]([CH3:23])[CH2:25]3)[C:12]2=[O:20])[CH2:10][CH2:9][CH2:8][CH2:7][CH2:6]1, predict the reactants needed to synthesize it. The reactants are: [CH3:1][O:2][C:3](=[O:21])[CH2:4][C:5]1([N:11]2[C:15]3[CH:16]=[CH:17][CH:18]=[CH:19][C:14]=3[NH:13][C:12]2=[O:20])[CH2:10][CH2:9][CH2:8][CH2:7][CH2:6]1.[I-].[CH3:23][N:24]1[C:32]2[C:27](=[C:28]([CH3:33])[CH:29]=[CH:30][CH:31]=2)[C:26]([CH2:34][N+](C)(C)C)=[CH:25]1.C([O-])([O-])=O.[K+].[K+]. (4) Given the product [CH3:10][O:9][C:7](=[O:8])[C:6]1[CH:11]=[C:2]([Cl:1])[CH:3]=[CH:4][C:5]=1[NH:12][C:13](=[O:22])[C:14]1[CH:19]=[CH:18][CH:17]=[C:16]([CH2:20][S:31][CH2:32][CH2:33][S:34]([OH:37])(=[O:36])=[O:35])[CH:15]=1, predict the reactants needed to synthesize it. The reactants are: [Cl:1][C:2]1[CH:3]=[CH:4][C:5]([NH:12][C:13](=[O:22])[C:14]2[CH:19]=[CH:18][CH:17]=[C:16]([CH2:20]Cl)[CH:15]=2)=[C:6]([CH:11]=1)[C:7]([O:9][CH3:10])=[O:8].C(N(CC)CC)C.[Na+].[SH:31][CH2:32][CH2:33][S:34]([O-:37])(=[O:36])=[O:35].COC1C=C(C=CC=1OC)C(Cl)=O. (5) Given the product [C:19]([O:18][C:16](=[O:17])[CH2:15][N:4]1[C:5]2[CH:10]=[CH:9][CH:8]=[CH:7][C:6]=2[O:1][CH2:2][C:3]1=[O:11])([CH3:22])([CH3:21])[CH3:20], predict the reactants needed to synthesize it. The reactants are: [O:1]1[C:6]2[CH:7]=[CH:8][CH:9]=[CH:10][C:5]=2[NH:4][C:3](=[O:11])[CH2:2]1.[H-].[Na+].Br[CH2:15][C:16]([O:18][C:19]([CH3:22])([CH3:21])[CH3:20])=[O:17].C(O)(=O)CC(CC(O)=O)(C(O)=O)O. (6) The reactants are: C([O:5][C:6]([N:8]1[CH2:13][CH2:12][N:11]([C:14]2[C:23]3[C:18](=[CH:19][C:20]([Cl:24])=[CH:21][CH:22]=3)[N:17]=[C:16]([NH:25][CH2:26][CH2:27][CH3:28])[CH:15]=2)[CH2:10][CH2:9]1)=O)(C)(C)C.[C:29](O)([C:31]([F:34])(F)F)=O. Given the product [Cl:24][C:20]1[CH:19]=[C:18]2[C:23]([C:14]([N:11]3[CH2:12][CH2:13][N:8]([C:6]([NH:11][C:14]4[CH:23]=[CH:29][C:31]([F:34])=[CH:16][CH:15]=4)=[O:5])[CH2:9][CH2:10]3)=[CH:15][C:16]([NH:25][CH2:26][CH2:27][CH3:28])=[N:17]2)=[CH:22][CH:21]=1, predict the reactants needed to synthesize it. (7) The reactants are: Br.Br[CH2:3][C:4]([C:6]1[CH:11]=[CH:10][N:9]=[CH:8][CH:7]=1)=O.[N+:12]([C:15]1[CH:20]=[CH:19][CH:18]=[CH:17][C:16]=1[NH:21][C:22]([NH2:24])=[S:23])([O-:14])=[O:13].N. Given the product [N+:12]([C:15]1[CH:20]=[CH:19][CH:18]=[CH:17][C:16]=1[NH:21][C:22]1[S:23][CH:3]=[C:4]([C:6]2[CH:11]=[CH:10][N:9]=[CH:8][CH:7]=2)[N:24]=1)([O-:14])=[O:13], predict the reactants needed to synthesize it.